Task: Predict the reaction yield, written as a fraction of the theoretical maximum amount of product (1.0 means a 100% yield; for example, 0.34 means a 34% yield).. Dataset: Reaction yield outcomes from USPTO patents with 853,638 reactions The reactants are [N:1]([CH2:4][C:5]([O:7]CC)=[O:6])=[N+:2]=[N-:3].[C:10]1(C)[CH:15]=CC=C[CH:11]=1. No catalyst specified. The product is [CH3:15][C:10]1[N:3]=[N:2][N:1]([CH2:4][C:5]([OH:7])=[O:6])[CH:11]=1. The yield is 0.180.